This data is from Catalyst prediction with 721,799 reactions and 888 catalyst types from USPTO. The task is: Predict which catalyst facilitates the given reaction. (1) Reactant: [Br:1][C:2]1[CH:3]=[CH:4][C:5]([OH:10])=[C:6]([CH:9]=1)[C:7]#[N:8].[H-].[Na+].Br[CH2:14][CH2:15][O:16][CH:17]1[CH2:22][CH2:21][CH2:20][CH2:19][O:18]1. Product: [Br:1][C:2]1[CH:3]=[CH:4][C:5]([O:10][CH2:14][CH2:15][O:16][CH:17]2[CH2:22][CH2:21][CH2:20][CH2:19][O:18]2)=[C:6]([CH:9]=1)[C:7]#[N:8]. The catalyst class is: 85. (2) Reactant: [O:1]=[C:2]1[C:8]2[CH:9]=[CH:10][C:11]([NH:13]C(=O)OC(C)(C)C)=[CH:12][C:7]=2[CH2:6][CH2:5][CH2:4][NH:3]1.C(O)(C(F)(F)F)=O. Product: [NH2:13][C:11]1[CH:10]=[CH:9][C:8]2[C:2](=[O:1])[NH:3][CH2:4][CH2:5][CH2:6][C:7]=2[CH:12]=1. The catalyst class is: 2.